This data is from Peptide-MHC class I binding affinity with 185,985 pairs from IEDB/IMGT. The task is: Regression. Given a peptide amino acid sequence and an MHC pseudo amino acid sequence, predict their binding affinity value. This is MHC class I binding data. (1) The peptide sequence is KTGGPIYKR. The MHC is HLA-A33:01 with pseudo-sequence HLA-A33:01. The binding affinity (normalized) is 0.0671. (2) The peptide sequence is TPALATRGF. The MHC is HLA-A30:01 with pseudo-sequence HLA-A30:01. The binding affinity (normalized) is 0.0847. (3) The MHC is H-2-Db with pseudo-sequence H-2-Db. The binding affinity (normalized) is 0.0519. The peptide sequence is ALSLIIVSV. (4) The peptide sequence is EHFLGIWGL. The MHC is HLA-B15:09 with pseudo-sequence HLA-B15:09. The binding affinity (normalized) is 0.580. (5) The peptide sequence is KIMEIVSHL. The MHC is HLA-A02:01 with pseudo-sequence HLA-A02:01. The binding affinity (normalized) is 0.600. (6) The peptide sequence is RRQDILDLWI. The MHC is HLA-A24:02 with pseudo-sequence HLA-A24:02. The binding affinity (normalized) is 0.00110. (7) The peptide sequence is RVYVAQKRK. The MHC is HLA-A02:03 with pseudo-sequence HLA-A02:03. The binding affinity (normalized) is 0.0847.